From a dataset of Full USPTO retrosynthesis dataset with 1.9M reactions from patents (1976-2016). Predict the reactants needed to synthesize the given product. (1) Given the product [F:5][C:4]([F:7])([F:6])[C:3]([CH2:2][NH:1][C:23]1[CH:31]=[C:30]([CH3:32])[CH:29]=[C:28]2[C:24]=1[CH:25]=[N:26][N:27]2[C:33]1[CH:38]=[CH:37][C:36]([O:39][CH3:40])=[CH:35][CH:34]=1)([OH:21])[CH2:8][C:9]([C:12]1[CH:17]=[C:16]([F:18])[CH:15]=[CH:14][C:13]=1[O:19][CH3:20])([CH3:11])[CH3:10], predict the reactants needed to synthesize it. The reactants are: [NH2:1][CH2:2][C:3]([OH:21])([CH2:8][C:9]([C:12]1[CH:17]=[C:16]([F:18])[CH:15]=[CH:14][C:13]=1[O:19][CH3:20])([CH3:11])[CH3:10])[C:4]([F:7])([F:6])[F:5].Br[C:23]1[CH:31]=[C:30]([CH3:32])[CH:29]=[C:28]2[C:24]=1[CH:25]=[N:26][N:27]2[C:33]1[CH:38]=[CH:37][C:36]([O:39][CH3:40])=[CH:35][CH:34]=1.C1C=CC(P(C2C(C3C(P(C4C=CC=CC=4)C4C=CC=CC=4)=CC=C4C=3C=CC=C4)=C3C(C=CC=C3)=CC=2)C2C=CC=CC=2)=CC=1.CC(C)([O-])C.[Na+]. (2) Given the product [F:1][CH:2]([F:11])[O:3][C:4]1[CH:10]=[CH:9][C:7]([NH:8][C:16]2[N:15]=[C:14]([O:13][CH3:12])[C:19]([C:20]([O:22][CH2:23][CH3:24])=[O:21])=[CH:18][N:17]=2)=[CH:6][CH:5]=1, predict the reactants needed to synthesize it. The reactants are: [F:1][CH:2]([F:11])[O:3][C:4]1[CH:10]=[CH:9][C:7]([NH2:8])=[CH:6][CH:5]=1.[CH3:12][O:13][C:14]1[C:19]([C:20]([O:22][CH2:23][CH3:24])=[O:21])=[CH:18][N:17]=[C:16](S(C)(=O)=O)[N:15]=1. (3) Given the product [ClH:17].[N:1]1[CH:6]=[CH:5][CH:4]=[N:3][C:2]=1[C@@H:7]([NH2:10])[CH2:8][CH3:9], predict the reactants needed to synthesize it. The reactants are: [N:1]1[CH:6]=[CH:5][CH:4]=[N:3][C:2]=1[C@@H:7]([NH:10][S@](C(C)(C)C)=O)[CH2:8][CH3:9].[ClH:17].O. (4) Given the product [Br:9][C:5]1[C:4]([CH3:10])=[N:3][C:2]([Cl:15])=[CH:7][C:6]=1[CH3:8], predict the reactants needed to synthesize it. The reactants are: N[C:2]1[CH:7]=[C:6]([CH3:8])[C:5]([Br:9])=[C:4]([CH3:10])[N:3]=1.N([O-])=O.[Na+].[ClH:15]. (5) The reactants are: [OH:1][C:2]1[CH:3]=[C:4]([C:8]2[CH:13]=[CH:12][N:11]=[CH:10][CH:9]=2)[CH:5]=[CH:6][CH:7]=1.N1C=CC=CC=1.[S:20]([O:27]S(C(F)(F)F)(=O)=O)([C:23]([F:26])([F:25])[F:24])(=[O:22])=[O:21]. Given the product [F:24][C:23]([F:26])([F:25])[S:20]([OH:27])(=[O:22])=[O:21].[OH:1][C:2]1[CH:3]=[C:4]([C:8]2[CH:13]=[CH:12][N:11]=[CH:10][CH:9]=2)[CH:5]=[CH:6][CH:7]=1, predict the reactants needed to synthesize it. (6) The reactants are: [NH:1]1[C:9]2[C:4](=[CH:5][C:6]([N:10]3[CH2:15][CH2:14][N:13]([CH2:16][C:17]([N:19]([CH:23]4[CH2:32][CH2:31][C:30]5[C:25](=[CH:26][C:27]([O:33]C)=[CH:28][CH:29]=5)[CH2:24]4)[CH2:20][CH2:21][CH3:22])=O)[CH2:12][CH2:11]3)=[CH:7][CH:8]=2)[CH:3]=[CH:2]1.B.C1COCC1.CO. Given the product [NH:1]1[C:9]2[C:4](=[CH:5][C:6]([N:10]3[CH2:11][CH2:12][N:13]([CH2:16][CH2:17][N:19]([CH2:20][CH2:21][CH3:22])[CH:23]4[CH2:24][C:25]5[CH:26]=[C:27]([OH:33])[CH:28]=[CH:29][C:30]=5[CH2:31][CH2:32]4)[CH2:14][CH2:15]3)=[CH:7][CH:8]=2)[CH:3]=[CH:2]1, predict the reactants needed to synthesize it. (7) The reactants are: C1C=CC2N([OH:10])N=NC=2C=1.C(Cl)CCl.CC[N:17]([CH:21](C)C)C(C)C.[NH:24]1[CH2:29][CH2:28][O:27][CH2:26][CH2:25]1. Given the product [N:24]1([C:21]([NH2:17])=[O:10])[CH2:29][CH2:28][O:27][CH2:26][CH2:25]1, predict the reactants needed to synthesize it.